This data is from Reaction yield outcomes from USPTO patents with 853,638 reactions. The task is: Predict the reaction yield, written as a fraction of the theoretical maximum amount of product (1.0 means a 100% yield; for example, 0.34 means a 34% yield). (1) The reactants are [OH:1][CH2:2][C:3]1[CH:8]=[CH:7][C:6]([CH2:9][NH:10][C:11](=[O:17])[O:12][C:13]([CH3:16])([CH3:15])[CH3:14])=[CH:5][CH:4]=1.[C:18]1(O)[CH:23]=[CH:22][CH:21]=[CH:20][CH:19]=1.C1(P(C2C=CC=CC=2)C2C=CC=CC=2)C=CC=CC=1.N(C(OC(C)C)=O)=NC(OC(C)C)=O. The catalyst is ClCCl. The product is [O:1]([CH2:2][C:3]1[CH:4]=[CH:5][C:6]([CH2:9][NH:10][C:11](=[O:17])[O:12][C:13]([CH3:14])([CH3:16])[CH3:15])=[CH:7][CH:8]=1)[C:18]1[CH:23]=[CH:22][CH:21]=[CH:20][CH:19]=1. The yield is 0.700. (2) The reactants are C(OC([NH:11][C@@H:12]1[CH2:17][CH2:16][N:15]([CH2:18][CH2:19][N:20]2[C:29]3[C:24](=[C:25]([F:31])[CH:26]=[C:27]([F:30])[CH:28]=3)[CH:23]=[CH:22][C:21]2=[O:32])[CH2:14][C@@H:13]1[C:33]([O:35][CH3:36])=[O:34])=O)C1C=CC=CC=1. The catalyst is CO.[Pd]. The product is [NH2:11][C@@H:12]1[CH2:17][CH2:16][N:15]([CH2:18][CH2:19][N:20]2[C:29]3[C:24](=[C:25]([F:31])[CH:26]=[C:27]([F:30])[CH:28]=3)[CH:23]=[CH:22][C:21]2=[O:32])[CH2:14][C@@H:13]1[C:33]([O:35][CH3:36])=[O:34]. The yield is 0.910.